Regression/Classification. Given a drug SMILES string, predict its toxicity properties. Task type varies by dataset: regression for continuous values (e.g., LD50, hERG inhibition percentage) or binary classification for toxic/non-toxic outcomes (e.g., AMES mutagenicity, cardiotoxicity, hepatotoxicity). Dataset: herg_karim. From a dataset of hERG potassium channel inhibition data for cardiac toxicity prediction from Karim et al.. (1) The molecule is Cc1[nH]ncc1-c1cc(C(F)(F)F)cc(S(=O)(=O)N2CCN(C(=O)C3CC3c3ccc(C(F)(F)F)cc3)CC2)c1. The result is 1 (blocker). (2) The drug is C[N+]1(CCc2ccccc2)CCC(C(=O)c2ccc(Cl)cc2)CC1. The result is 1 (blocker). (3) The compound is Cc1nn(-c2ncccc2Cl)cc1CN1CCC2(CC1)OCc1ccccc12. The result is 1 (blocker). (4) The drug is COc1ccc2nccc([C@@H]3CN(C4CCN(Cc5cc6ccccc6[nH]5)CC4)C(=O)O3)c2c1. The result is 1 (blocker). (5) The result is 1 (blocker). The molecule is O=C(NC[C@H]1CN(c2ccc(N3CCOCC3=O)cc2)C(=O)O1)c1ccc(Cl)s1. (6) The molecule is Cn1nc(NCC(=O)NC2CN([C@H]3CC[C@@H](C4CCCCC4)CC3)C2)c2cc(C(F)(F)F)ccc21. The result is 1 (blocker). (7) The compound is NC1=NC2(CO1)c1cc(-c3cnc4[nH]cc(Cl)c4c3)ccc1OCC21CC1. The result is 1 (blocker). (8) The compound is Cc1ccc2c(-c3nnc(SCCCN4C[C@H]5C[C@@]5(c5ccc(Br)cc5)C4)n3C)cccc2n1. The result is 1 (blocker). (9) The molecule is COC(=O)[C@H]1[C@@H](O)C[C@@H]2CC[C@H]1N2C. The result is 0 (non-blocker). (10) The result is 0 (non-blocker). The drug is Cc1cc(C2C[C@H]3C(CF)SC(N)=N[C@@]3(c3ccc(F)cc3F)CO2)on1.